Task: Predict the product of the given reaction.. Dataset: Forward reaction prediction with 1.9M reactions from USPTO patents (1976-2016) (1) Given the reactants [NH2:1][C:2]1[C:11]2[C:6](=[CH:7][C:8]([CH2:12][N:13]3[CH:18]([CH3:19])[CH2:17][NH:16][CH:15]([CH2:20][CH2:21][CH3:22])[C:14]3=[O:23])=[CH:9][CH:10]=2)[N:5]=[CH:4][N:3]=1.[Cl:24][C:25]1[CH:30]=[CH:29][C:28]([N:31]=[C:32]=[O:33])=[CH:27][CH:26]=1, predict the reaction product. The product is: [Cl:24][C:25]1[CH:30]=[CH:29][C:28]([NH:31][C:32]([N:16]2[CH2:17][C@H:18]([CH3:19])[N:13]([CH2:12][C:8]3[CH:7]=[C:6]4[C:11]([C:2]([NH2:1])=[N:3][CH:4]=[N:5]4)=[CH:10][CH:9]=3)[C:14](=[O:23])[C@@H:15]2[CH2:20][CH2:21][CH3:22])=[O:33])=[CH:27][CH:26]=1. (2) Given the reactants [Cl:1][CH2:2][C:3]1[CH:8]=[CH:7][C:6]([C:9]2[O:13][N:12]=[C:11]([CH2:14][CH:15]3[CH2:20][CH2:19][N:18]([CH:21]4[CH2:25][CH2:24][CH2:23][CH2:22]4)[CH2:17][CH2:16]3)[N:10]=2)=[CH:5][CH:4]=1.[NH:26]1[CH2:31][CH2:30][CH2:29][CH2:28][CH2:27]1, predict the reaction product. The product is: [ClH:1].[ClH:1].[N:26]1([CH2:2][C:3]2[CH:8]=[CH:7][C:6]([C:9]3[O:13][N:12]=[C:11]([CH2:14][CH:15]4[CH2:20][CH2:19][N:18]([CH:21]5[CH2:25][CH2:24][CH2:23][CH2:22]5)[CH2:17][CH2:16]4)[N:10]=3)=[CH:5][CH:4]=2)[CH2:31][CH2:30][CH2:29][CH2:28][CH2:27]1. (3) Given the reactants [CH3:1][N:2]([CH3:17])[CH2:3][CH2:4][O:5][C:6]1[C:7]([F:16])=[CH:8][C:9]([N+:13]([O-])=O)=[C:10]([NH2:12])[CH:11]=1, predict the reaction product. The product is: [CH3:1][N:2]([CH3:17])[CH2:3][CH2:4][O:5][C:6]1[CH:11]=[C:10]([NH2:12])[C:9]([NH2:13])=[CH:8][C:7]=1[F:16].